This data is from Catalyst prediction with 721,799 reactions and 888 catalyst types from USPTO. The task is: Predict which catalyst facilitates the given reaction. (1) Reactant: [F:1][C:2]1[CH:10]=[CH:9][C:5]([C:6](O)=[O:7])=[CH:4][C:3]=1[N+:11]([O-:13])=[O:12].C(Cl)CCl.[CH3:18][NH2:19]. Product: [F:1][C:2]1[CH:10]=[CH:9][C:5]([C:6]([NH:19][CH3:18])=[O:7])=[CH:4][C:3]=1[N+:11]([O-:13])=[O:12]. The catalyst class is: 96. (2) Reactant: [CH3:1][C:2]1[CH:9]=[C:8]([C:10]2[S:11][C:12]3[C:17]([N:18]=2)=[CH:16][CH:15]=[C:14]([C:19]2([C:22]4[CH:27]=[CH:26][CH:25]=[CH:24][CH:23]=4)[CH2:21][CH2:20]2)[N:13]=3)[CH:7]=[CH:6][C:3]=1[CH:4]=O.[NH:28]1[CH2:31][CH:30]([C:32]([OH:34])=[O:33])[CH2:29]1.C(O)(=O)C.C([BH3-])#N.[Na+]. Product: [CH3:1][C:2]1[CH:9]=[C:8]([C:10]2[S:11][C:12]3[C:17]([N:18]=2)=[CH:16][CH:15]=[C:14]([C:19]2([C:22]4[CH:27]=[CH:26][CH:25]=[CH:24][CH:23]=4)[CH2:20][CH2:21]2)[N:13]=3)[CH:7]=[CH:6][C:3]=1[CH2:4][N:28]1[CH2:31][CH:30]([C:32]([OH:34])=[O:33])[CH2:29]1. The catalyst class is: 61. (3) Reactant: Cl.[Cl:2][CH2:3][CH2:4][CH:5]1[CH2:10][CH2:9][CH2:8][CH2:7][NH:6]1.[Br:11][C:12]1[CH:19]=[CH:18][C:15]([CH:16]=O)=[CH:14][CH:13]=1.[C-:20]#[N:21].[Na+]. Product: [Br:11][C:12]1[CH:19]=[CH:18][C:15]([CH:16]([N:6]2[CH2:7][CH2:8][CH2:9][CH2:10][CH:5]2[CH2:4][CH2:3][Cl:2])[C:20]#[N:21])=[CH:14][CH:13]=1. The catalyst class is: 6. (4) Reactant: C[O:2][C:3]1(OC)[CH2:6][CH:5]([CH2:7][O:8][CH2:9][C:10]2[CH:15]=[CH:14][CH:13]=[CH:12][CH:11]=2)[CH2:4]1.O.C1(C)C=CC(S(O)(=O)=O)=CC=1. Product: [CH2:9]([O:8][CH2:7][CH:5]1[CH2:6][C:3](=[O:2])[CH2:4]1)[C:10]1[CH:15]=[CH:14][CH:13]=[CH:12][CH:11]=1. The catalyst class is: 95. (5) Reactant: [CH3:1][C:2]1([CH3:11])[O:6][C@@H:5]2[CH:7]=[CH:8][C@H:9]([OH:10])[C@@H:4]2[O:3]1.N1C=CC=CC=1.Cl[C:19]([O:21][CH3:22])=[O:20]. Product: [C:19](=[O:20])([O:21][CH3:22])[O:10][C@@H:9]1[C@H:4]2[C@H:5]([O:6][C:2]([CH3:11])([CH3:1])[O:3]2)[CH:7]=[CH:8]1. The catalyst class is: 64. (6) Reactant: C=O.[F:3][C:4]1[CH:9]=[CH:8][C:7]([C:10]2([CH:16]3[CH2:20][CH2:19][N:18]([CH2:21][C:22]4[C:31]5[C:26](=[CH:27][CH:28]=[CH:29][CH:30]=5)[CH:25]=[C:24]([C:32]#[N:33])[CH:23]=4)[C:17]3=[O:34])[CH2:15][CH2:14][NH:13][CH2:12][CH2:11]2)=[CH:6][CH:5]=1.[BH-](OC(C)=O)(OC(C)=O)O[C:37](C)=O.[Na+]. Product: [F:3][C:4]1[CH:9]=[CH:8][C:7]([C:10]2([CH:16]3[CH2:20][CH2:19][N:18]([CH2:21][C:22]4[C:31]5[C:26](=[CH:27][CH:28]=[CH:29][CH:30]=5)[CH:25]=[C:24]([C:32]#[N:33])[CH:23]=4)[C:17]3=[O:34])[CH2:11][CH2:12][N:13]([CH3:37])[CH2:14][CH2:15]2)=[CH:6][CH:5]=1. The catalyst class is: 578. (7) Reactant: [N+:1]([C:4]1[CH:12]=[CH:11][C:7]([C:8](Cl)=[O:9])=[CH:6][CH:5]=1)([O-:3])=[O:2].[CH3:13][N:14]1[CH2:19][CH2:18][NH:17][CH2:16][CH2:15]1.C(N(CC)CC)C. Product: [CH3:13][N:14]1[CH2:19][CH2:18][N:17]([C:8]([C:7]2[CH:11]=[CH:12][C:4]([N+:1]([O-:3])=[O:2])=[CH:5][CH:6]=2)=[O:9])[CH2:16][CH2:15]1. The catalyst class is: 4. (8) Reactant: [C:1]([O:5][C:6](=[O:19])[CH2:7][CH2:8][C:9]1[C:14]([CH3:15])=[CH:13][C:12]([C:16]#[N:17])=[CH:11][C:10]=1[CH3:18])([CH3:4])([CH3:3])[CH3:2].Cl.[NH2:21][OH:22].CCN(CC)CC. Product: [C:1]([O:5][C:6](=[O:19])[CH2:7][CH2:8][C:9]1[C:10]([CH3:18])=[CH:11][C:12]([C:16](=[NH:17])[NH:21][OH:22])=[CH:13][C:14]=1[CH3:15])([CH3:4])([CH3:3])[CH3:2]. The catalyst class is: 5. (9) Reactant: S(=O)(=O)(O)O.[CH3:6][C:7]1[CH:8]=[C:9]([C:24]2[CH:25]=[N:26][N:27]([CH2:29][C@@H:30]([C:32]([OH:34])=[O:33])[NH2:31])[CH:28]=2)[CH:10]=[C:11]([NH:13][C:14]2[N:19]=[C:18]([C:20]([F:23])([F:22])[F:21])[CH:17]=[CH:16][N:15]=2)[CH:12]=1.[C:35](=O)(O)[O-].[Na+]. Product: [CH3:6][C:7]1[CH:8]=[C:9]([C:24]2[CH:25]=[N:26][N:27]([CH2:29][C@@H:30]([C:32]([O:34][CH3:35])=[O:33])[NH2:31])[CH:28]=2)[CH:10]=[C:11]([NH:13][C:14]2[N:19]=[C:18]([C:20]([F:23])([F:21])[F:22])[CH:17]=[CH:16][N:15]=2)[CH:12]=1. The catalyst class is: 5. (10) Reactant: [OH-].[Na+].[CH:3]1([N:6]2[C:14]3[C:9](=[C:10]([N:39]4[CH2:44][CH2:43][CH:42]([C:45]([O:47]CC)=[O:46])[CH2:41][CH2:40]4)[CH:11]=[C:12]([C:15]([N:17]4[CH2:22][CH2:21][C:20]5([CH2:31][C:30](=[O:32])[C:29]6[C:24](=[CH:25][CH:26]=[C:27]([C:33]7[CH:34]=[N:35][N:36]([CH3:38])[CH:37]=7)[CH:28]=6)[O:23]5)[CH2:19][CH2:18]4)=[O:16])[CH:13]=3)[CH:8]=[CH:7]2)[CH2:5][CH2:4]1.CO.Cl. Product: [CH:3]1([N:6]2[C:14]3[C:9](=[C:10]([N:39]4[CH2:44][CH2:43][CH:42]([C:45]([OH:47])=[O:46])[CH2:41][CH2:40]4)[CH:11]=[C:12]([C:15]([N:17]4[CH2:18][CH2:19][C:20]5([CH2:31][C:30](=[O:32])[C:29]6[C:24](=[CH:25][CH:26]=[C:27]([C:33]7[CH:34]=[N:35][N:36]([CH3:38])[CH:37]=7)[CH:28]=6)[O:23]5)[CH2:21][CH2:22]4)=[O:16])[CH:13]=3)[CH:8]=[CH:7]2)[CH2:4][CH2:5]1. The catalyst class is: 1.